From a dataset of Full USPTO retrosynthesis dataset with 1.9M reactions from patents (1976-2016). Predict the reactants needed to synthesize the given product. (1) Given the product [CH:30]1([C:28]2[N:29]=[C:25]([CH2:24][CH2:23][C:21]3[CH:20]=[CH:19][N:13]4[C:14](=[O:18])[C:15]([CH:16]=[O:17])=[C:10]([N:6]5[CH2:5][CH2:4][O:3][CH2:8][CH2:7]5)[N:11]=[C:12]4[CH:22]=3)[S:26][CH:27]=2)[CH2:33][CH2:32][CH2:31]1, predict the reactants needed to synthesize it. The reactants are: C([O:3][CH:4]1C[CH2:8][CH2:7][N:6]([C:10]2[N:11]=[C:12]3[CH:22]=[C:21]([CH2:23][CH2:24][C:25]4[S:26][CH:27]=[C:28]([CH:30]5[CH2:33][CH2:32][CH2:31]5)[N:29]=4)[CH:20]=[CH:19][N:13]3[C:14](=[O:18])[C:15]=2[CH:16]=[O:17])[CH2:5]1)=O.C1(C2N=C(CCC3C=CN4C(=O)C=C(N5CCOCC5)N=C4C=3)SC=2)CCC1. (2) Given the product [Br:30][C:28]1[CH:29]=[C:24]([NH:1][C:2]2[N:7]=[CH:6][C:5]([N:8]3[CH2:13][CH2:12][N:11]([C:14]([O:16][C:17]([CH3:20])([CH3:19])[CH3:18])=[O:15])[CH2:10][C:9]3([CH3:22])[CH3:21])=[CH:4][CH:3]=2)[C:25](=[O:32])[N:26]([CH3:31])[CH:27]=1, predict the reactants needed to synthesize it. The reactants are: [NH2:1][C:2]1[N:7]=[CH:6][C:5]([N:8]2[CH2:13][CH2:12][N:11]([C:14]([O:16][C:17]([CH3:20])([CH3:19])[CH3:18])=[O:15])[CH2:10][C:9]2([CH3:22])[CH3:21])=[CH:4][CH:3]=1.Br[C:24]1[C:25](=[O:32])[N:26]([CH3:31])[CH:27]=[C:28]([Br:30])[CH:29]=1.C(=O)([O-])[O-].[Cs+].[Cs+].CC1(C)C2C(=C(P(C3C=CC=CC=3)C3C=CC=CC=3)C=CC=2)OC2C(P(C3C=CC=CC=3)C3C=CC=CC=3)=CC=CC1=2. (3) Given the product [CH3:7][O:9][C:10](=[O:26])[CH:32]([O:24][CH2:23][C:20]1[CH:19]=[CH:18][C:17]([C:16]2[O:15][N:14]=[C:13]([CH3:25])[C:12]=2[NH:11][C:10]([O:9][C@@H:7]([C:1]2[CH:2]=[CH:3][CH:4]=[CH:5][CH:6]=2)[CH3:8])=[O:26])=[CH:22][CH:21]=1)[CH2:28][C:33]1[CH:34]=[CH:35][CH:36]=[CH:37][CH:38]=1, predict the reactants needed to synthesize it. The reactants are: [C:1]1([C@H:7]([O:9][C:10](=[O:26])[NH:11][C:12]2[C:13]([CH3:25])=[N:14][O:15][C:16]=2[C:17]2[CH:22]=[CH:21][C:20]([CH2:23][OH:24])=[CH:19][CH:18]=2)[CH3:8])[CH:6]=[CH:5][CH:4]=[CH:3][CH:2]=1.C[C:28]([CH:33]1[CH:38]=[CH:37][CH:36]=[CH:35][C:34]1=[N+]=[N-])([CH3:32])C([O-])=O.